This data is from Forward reaction prediction with 1.9M reactions from USPTO patents (1976-2016). The task is: Predict the product of the given reaction. Given the reactants [C:1]1([NH2:8])[CH:6]=[CH:5][CH:4]=[CH:3][C:2]=1[NH2:7].[Br:9][C:10]1[CH:11]=[C:12]([CH:15]=[CH:16][C:17]=1[OH:18])[CH:13]=O, predict the reaction product. The product is: [NH:7]1[C:2]2[CH:3]=[CH:4][CH:5]=[CH:6][C:1]=2[N:8]=[C:13]1[C:12]1[CH:15]=[CH:16][C:17]([OH:18])=[C:10]([Br:9])[CH:11]=1.